The task is: Predict the product of the given reaction.. This data is from Forward reaction prediction with 1.9M reactions from USPTO patents (1976-2016). (1) Given the reactants [F:1][C:2]1[C:3]([NH:18][C:19]2[CH:24]=[CH:23][C:22]([I:25])=[CH:21][C:20]=2[F:26])=[C:4]([CH:12]=[C:13](C=O)[C:14]=1[F:15])[C:5]([NH:7][O:8][CH2:9][CH2:10][OH:11])=[O:6].Cl.[CH3:28][O:29][NH:30][CH3:31].[C:32]([BH3-])#N.[Na+], predict the reaction product. The product is: [F:1][C:2]1[C:3]([NH:18][C:19]2[CH:24]=[CH:23][C:22]([I:25])=[CH:21][C:20]=2[F:26])=[C:4]([CH:12]=[C:13]([CH2:31][N:30]([O:29][CH3:28])[CH3:32])[C:14]=1[F:15])[C:5]([NH:7][O:8][CH2:9][CH2:10][OH:11])=[O:6]. (2) Given the reactants [ClH:1].[Cl:2][C:3]1[CH:11]=[C:10]([O:12][CH:13]2[CH2:18][CH2:17][N:16]([CH:19]([CH3:21])[CH3:20])[CH2:15][CH2:14]2)[CH:9]=[CH:8][C:4]=1[C:5](O)=[O:6], predict the reaction product. The product is: [ClH:2].[Cl:2][C:3]1[CH:11]=[C:10]([O:12][CH:13]2[CH2:18][CH2:17][N:16]([CH:19]([CH3:21])[CH3:20])[CH2:15][CH2:14]2)[CH:9]=[CH:8][C:4]=1[C:5]([Cl:1])=[O:6]. (3) Given the reactants C1COC2C=CC(NC3C(F)=CN=C(NC4C=CC=C(O)C=4)N=3)=CC=2O1.[S:27]1[C:31]2[CH:32]=[CH:33][CH:34]=[CH:35][C:30]=2[C:29]([CH2:36][NH2:37])=[CH:28]1.[Cl:38][C:39]1[N:44]=[C:43](Cl)[C:42]([F:46])=[CH:41][N:40]=1, predict the reaction product. The product is: [S:27]1[C:31]2[CH:32]=[CH:33][CH:34]=[CH:35][C:30]=2[C:29]([CH2:36][NH:37][C:41]2[C:42]([F:46])=[CH:43][N:44]=[C:39]([Cl:38])[N:40]=2)=[CH:28]1. (4) The product is: [CH2:41]([O:33][C:12]1[C:11](=[O:34])[C:10]2[C:15](=[CH:16][CH:17]=[CH:18][C:9]=2[O:8][CH2:1][C:2]2[CH:7]=[CH:6][CH:5]=[CH:4][CH:3]=2)[O:14][C:13]=1[C:19]1[CH:24]=[CH:23][C:22]([O:25][CH2:26][C:27]2[CH:32]=[CH:31][CH:30]=[CH:29][CH:28]=2)=[CH:21][CH:20]=1)[C:42]1[CH:47]=[CH:46][CH:45]=[CH:44][CH:43]=1. Given the reactants [CH2:1]([O:8][C:9]1[CH:18]=[CH:17][CH:16]=[C:15]2[C:10]=1[C:11](=[O:34])[C:12]([OH:33])=[C:13]([C:19]1[CH:24]=[CH:23][C:22]([O:25][CH2:26][C:27]3[CH:32]=[CH:31][CH:30]=[CH:29][CH:28]=3)=[CH:21][CH:20]=1)[O:14]2)[C:2]1[CH:7]=[CH:6][CH:5]=[CH:4][CH:3]=1.C([O-])([O-])=O.[K+].[K+].[CH2:41](Br)[C:42]1[CH:47]=[CH:46][CH:45]=[CH:44][CH:43]=1, predict the reaction product. (5) Given the reactants [Cl:1][C:2]1[CH:7]=[CH:6][C:5]([C:8]2[CH:13]=[CH:12][C:11]([OH:14])=[CH:10][C:9]=2[CH2:15][N:16]2[CH2:21][CH2:20][N:19]([C:22]([O:24][C:25]([CH3:28])([CH3:27])[CH3:26])=[O:23])[CH2:18][CH2:17]2)=[CH:4][CH:3]=1.[F:29][C:30]([F:43])([F:42])[S:31](O[S:31]([C:30]([F:43])([F:42])[F:29])(=[O:33])=[O:32])(=[O:33])=[O:32], predict the reaction product. The product is: [Cl:1][C:2]1[CH:3]=[CH:4][C:5]([C:8]2[CH:13]=[CH:12][C:11]([O:14][S:31]([C:30]([F:43])([F:42])[F:29])(=[O:33])=[O:32])=[CH:10][C:9]=2[CH2:15][N:16]2[CH2:17][CH2:18][N:19]([C:22]([O:24][C:25]([CH3:28])([CH3:27])[CH3:26])=[O:23])[CH2:20][CH2:21]2)=[CH:6][CH:7]=1.